Dataset: Full USPTO retrosynthesis dataset with 1.9M reactions from patents (1976-2016). Task: Predict the reactants needed to synthesize the given product. (1) Given the product [C:29]([N:21]([C:18]1[N:19]=[N:20][C:15]([O:14][CH2:13][C:3]2[C:4]([C:7]3[CH:8]=[CH:9][CH:10]=[CH:11][CH:12]=3)=[N:5][O:6][C:2]=2[CH3:1])=[CH:16][CH:17]=1)[C:35](=[O:36])[CH3:34])(=[O:31])[CH3:30], predict the reactants needed to synthesize it. The reactants are: [CH3:1][C:2]1[O:6][N:5]=[C:4]([C:7]2[CH:12]=[CH:11][CH:10]=[CH:9][CH:8]=2)[C:3]=1[CH2:13][O:14][C:15]1[N:20]=[N:19][C:18]([NH2:21])=[CH:17][CH:16]=1.C(N(CC)CC)C.[C:29](Cl)(=[O:31])[CH3:30].C1C[O:36][CH2:35][CH2:34]1. (2) Given the product [NH2:25][C:22]1[N:21]=[C:20]([NH2:26])[C:19]([CH2:18][C:16]2[CH:17]=[C:9]([OH:8])[C:10]3[CH:11]=[C:12]([CH3:29])[N:13]([CH2:27][CH3:28])[C:14]=3[CH:15]=2)=[CH:24][N:23]=1, predict the reactants needed to synthesize it. The reactants are: C([O:8][C:9]1[CH:17]=[C:16]([CH2:18][C:19]2[C:20]([NH2:26])=[N:21][C:22]([NH2:25])=[N:23][CH:24]=2)[CH:15]=[C:14]2[C:10]=1[CH:11]=[C:12]([CH3:29])[N:13]2[CH2:27][CH3:28])C1C=CC=CC=1. (3) Given the product [N:10]([CH2:9][C@@H:8]([NH2:7])[C:13]1[CH:18]=[CH:17][CH:16]=[C:15]([Br:19])[CH:14]=1)=[N+:11]=[N-:12], predict the reactants needed to synthesize it. The reactants are: C(OC(=O)[NH:7][C@@H:8]([C:13]1[CH:18]=[CH:17][CH:16]=[C:15]([Br:19])[CH:14]=1)[CH2:9][N:10]=[N+:11]=[N-:12])(C)(C)C.C(O)(C(F)(F)F)=O.C(Cl)Cl.[OH-].[Na+]. (4) Given the product [C:26]([C:23]1[CH:24]=[CH:25][C:20]([C:19]([NH:18][CH:14]2[CH2:15][CH2:16][CH2:17][CH:12]([NH:11][C:2]3[N:10]=[CH:9][N:8]=[C:7]4[C:3]=3[NH:4][CH:5]=[N:6]4)[CH2:13]2)=[O:30])=[CH:21][CH:22]=1)([CH3:29])([CH3:27])[CH3:28], predict the reactants needed to synthesize it. The reactants are: Cl[C:2]1[N:10]=[CH:9][N:8]=[C:7]2[C:3]=1[N:4]=[CH:5][NH:6]2.[NH2:11][CH:12]1[CH2:17][CH2:16][CH2:15][CH:14]([NH:18][C:19](=[O:30])[C:20]2[CH:25]=[CH:24][C:23]([C:26]([CH3:29])([CH3:28])[CH3:27])=[CH:22][CH:21]=2)[CH2:13]1.C(N(C(C)C)CC)(C)C. (5) Given the product [CH2:1]([C@H:8]([NH:43][C:44]([C@@H:63]([NH:62][C:60](=[O:61])[O:59][CH3:58])[C:67]([CH3:70])([CH3:69])[CH3:68])=[O:50])[CH2:9][C@H:10]([OH:42])[C@@H:11]([NH:19][C:20](=[O:41])[C@@H:21]([N:26]1[CH2:30][CH2:29][N:28]([CH2:31][C:32]2[N:33]=[C:34]([CH2:37][O:38][CH3:39])[S:35][CH:36]=2)[C:27]1=[O:40])[C:22]([CH3:25])([CH3:24])[CH3:23])[CH2:12][C:13]1[CH:18]=[CH:17][CH:16]=[CH:15][CH:14]=1)[C:2]1[CH:3]=[CH:4][CH:5]=[CH:6][CH:7]=1, predict the reactants needed to synthesize it. The reactants are: [CH2:1]([C@H:8]([NH:43][C:44](=[O:50])OC(C)(C)C)[CH2:9][C@H:10]([OH:42])[C@@H:11]([NH:19][C:20](=[O:41])[C@@H:21]([N:26]1[CH2:30][CH2:29][N:28]([CH2:31][C:32]2[N:33]=[C:34]([CH2:37][O:38][CH3:39])[S:35][CH:36]=2)[C:27]1=[O:40])[C:22]([CH3:25])([CH3:24])[CH3:23])[CH2:12][C:13]1[CH:18]=[CH:17][CH:16]=[CH:15][CH:14]=1)[C:2]1[CH:7]=[CH:6][CH:5]=[CH:4][CH:3]=1.FC(F)(F)C(O)=O.[CH3:58][O:59][C:60]([NH:62][C@@H:63]([C:67]([CH3:70])([CH3:69])[CH3:68])C(O)=O)=[O:61].CCN=C=NCCCN(C)C.C1C=CC2N(O)N=NC=2C=1.CN1CCOCC1. (6) Given the product [Cl:56][C:50]1[CH:51]=[CH:52][CH:53]=[C:54]([F:55])[C:49]=1[O:48][CH2:47][C:44](=[N:43][O:42][CH3:41])[CH2:45][N:3]1[C:4]2[C:9](=[CH:8][C:7]([N:11]=[CH:12][N:13]([CH2:15][CH3:16])[CH3:14])=[CH:6][CH:5]=2)[CH:10]=[C:2]1[CH3:1], predict the reactants needed to synthesize it. The reactants are: [CH3:1][C:2]1[NH:3][C:4]2[C:9]([CH:10]=1)=[CH:8][C:7]([N:11]=[CH:12][N:13]([CH2:15][CH3:16])[CH3:14])=[CH:6][CH:5]=2.CC([O-])(C)C.[K+].C1OCCOCCOCCOCCOCCOC1.[CH3:41][O:42][N:43]=[C:44]([CH2:47][O:48][C:49]1[C:54]([F:55])=[CH:53][CH:52]=[CH:51][C:50]=1[Cl:56])[CH2:45]Cl.